This data is from Reaction yield outcomes from USPTO patents with 853,638 reactions. The task is: Predict the reaction yield, written as a fraction of the theoretical maximum amount of product (1.0 means a 100% yield; for example, 0.34 means a 34% yield). (1) The reactants are [CH3:1][C:2]1([CH3:16])[C:7](=O)[CH2:6][CH2:5][N:4]([C:9]([O:11][C:12]([CH3:15])([CH3:14])[CH3:13])=[O:10])[CH2:3]1.[NH3:17].[BH4-].[Na+]. No catalyst specified. The product is [NH2:17][CH:7]1[CH2:6][CH2:5][N:4]([C:9]([O:11][C:12]([CH3:15])([CH3:14])[CH3:13])=[O:10])[CH2:3][C:2]1([CH3:16])[CH3:1]. The yield is 0.630. (2) The reactants are [C:9](O[C:9]([O:11][C:12]([CH3:15])([CH3:14])[CH3:13])=[O:10])([O:11][C:12]([CH3:15])([CH3:14])[CH3:13])=[O:10].[CH2:16]([N:18]([CH2:25][CH3:26])[CH2:19][CH2:20][NH:21][CH2:22][CH2:23][NH2:24])[CH3:17]. The catalyst is CO. The product is [C:12]([O:11][C:9](=[O:10])[NH:24][CH2:23][CH2:22][NH:21][CH2:20][CH2:19][N:18]([CH2:16][CH3:17])[CH2:25][CH3:26])([CH3:13])([CH3:14])[CH3:15]. The yield is 0.890.